Dataset: Peptide-MHC class II binding affinity with 134,281 pairs from IEDB. Task: Regression. Given a peptide amino acid sequence and an MHC pseudo amino acid sequence, predict their binding affinity value. This is MHC class II binding data. (1) The peptide sequence is INEPTFAAIAYGLDR. The MHC is HLA-DQA10501-DQB10301 with pseudo-sequence HLA-DQA10501-DQB10301. The binding affinity (normalized) is 0.717. (2) The binding affinity (normalized) is 0.198. The peptide sequence is RDKEAGVALRATFIVDPDNT. The MHC is HLA-DQA10103-DQB10603 with pseudo-sequence HLA-DQA10103-DQB10603. (3) The peptide sequence is KKTHISYIMLIFFVLMV. The MHC is DRB1_0301 with pseudo-sequence DRB1_0301. The binding affinity (normalized) is 0. (4) The peptide sequence is QEPFKNLKTGKYAKM. The MHC is DRB1_1602 with pseudo-sequence DRB1_1602. The binding affinity (normalized) is 0.432. (5) The peptide sequence is EVLKGPFTVRYTTEG. The MHC is DRB1_0701 with pseudo-sequence DRB1_0701. The binding affinity (normalized) is 0.0500. (6) The peptide sequence is QDHQEEICEVVLAKS. The MHC is HLA-DPA10201-DPB10501 with pseudo-sequence HLA-DPA10201-DPB10501. The binding affinity (normalized) is 0.160.